Dataset: Choline transporter screen with 302,306 compounds. Task: Binary Classification. Given a drug SMILES string, predict its activity (active/inactive) in a high-throughput screening assay against a specified biological target. (1) The compound is S=c1[nH]c(c(CCOc2c(cccc2)C)c(=O)[nH]1)C. The result is 0 (inactive). (2) The molecule is S(=O)(=O)(NCc1c(OC)cccc1)c1c([nH]c(=O)[nH]c1=O)C. The result is 0 (inactive). (3) The drug is S(=O)(=O)(Cc1oc(C(=O)N2CCN(CC2)c2ncccc2)cc1)c1c(OC)cccc1. The result is 0 (inactive). (4) The drug is s1c(CN(C(c2cc(OC)ccc2)C(=O)NCCOC)C(=O)Cn2nnc3c2cccc3)ccc1. The result is 0 (inactive). (5) The compound is Clc1cc(C(=O)Nc2cc(S(=O)(=O)N3CCOCC3)ccc2OC)ccc1. The result is 0 (inactive). (6) The molecule is S(=O)(=O)(N1C(CCC1)C(=O)Nc1sccc1C#N)c1sccc1. The result is 0 (inactive).